From a dataset of Catalyst prediction with 721,799 reactions and 888 catalyst types from USPTO. Predict which catalyst facilitates the given reaction. (1) Reactant: [NH2:1][C:2]1[CH:3]=[C:4]([N:8]2[CH2:17][CH2:16][C:15]3[C:10](=[CH:11][CH:12]=[C:13]([Cl:18])[CH:14]=3)[C:9]2=[O:19])[CH:5]=[N:6][CH:7]=1.[H-].[Na+].[C:22](Cl)(=[O:26])[CH:23]([CH3:25])[CH3:24]. Product: [Cl:18][C:13]1[CH:14]=[C:15]2[C:10](=[CH:11][CH:12]=1)[C:9](=[O:19])[N:8]([C:4]1[CH:3]=[C:2]([NH:1][C:22](=[O:26])[CH:23]([CH3:25])[CH3:24])[CH:7]=[N:6][CH:5]=1)[CH2:17][CH2:16]2. The catalyst class is: 3. (2) Reactant: C(OC(=O)[NH:7][CH2:8][C:9]1[S:10][CH:11]=[C:12]([C:14]2[CH:15]=[C:16]3[C:21](=[CH:22][CH:23]=2)[N:20]=[CH:19][N:18]=[C:17]3[NH:24][C:25]2[CH:30]=[CH:29][C:28]([O:31][C:32]3[CH:33]=[N:34][C:35]([CH3:38])=[CH:36][CH:37]=3)=[C:27]([CH3:39])[CH:26]=2)[N:13]=1)(C)(C)C.Cl.C(=O)([O-])[O-].[K+].[K+]. Product: [NH2:7][CH2:8][C:9]1[S:10][CH:11]=[C:12]([C:14]2[CH:15]=[C:16]3[C:21](=[CH:22][CH:23]=2)[N:20]=[CH:19][N:18]=[C:17]3[NH:24][C:25]2[CH:30]=[CH:29][C:28]([O:31][C:32]3[CH:33]=[N:34][C:35]([CH3:38])=[CH:36][CH:37]=3)=[C:27]([CH3:39])[CH:26]=2)[N:13]=1. The catalyst class is: 161. (3) Product: [C:6]1([S:12]([CH2:15][CH2:16][CH2:17][C:18]2[N:22]([CH2:23][CH2:24][CH2:25][CH3:26])[N:21]=[C:20]([C:27]#[N:28])[C:19]=2[Br:29])(=[O:13])=[O:14])[CH:7]=[CH:8][CH:9]=[CH:10][CH:11]=1. The catalyst class is: 15. Reactant: C([O-])(=O)C.[K+].[C:6]1([S:12]([CH2:15][CH2:16][CH2:17][C:18]2[N:22]([CH2:23][CH2:24][CH2:25][CH3:26])[N:21]=[C:20]([C:27]#[N:28])[CH:19]=2)(=[O:14])=[O:13])[CH:11]=[CH:10][CH:9]=[CH:8][CH:7]=1.[Br:29]Br.S([O-])([O-])(=O)=S.[Na+].[Na+]. (4) Reactant: [F:1][C:2]([F:12])([F:11])[C:3]1[CH:10]=[CH:9][CH:8]=[CH:7][C:4]=1[C:5]#[N:6].[N-:13]=[N+:14]=[N-:15].[Na+].Cl.C(N(CC)CC)C. Product: [F:1][C:2]([F:11])([F:12])[C:3]1[CH:10]=[CH:9][CH:8]=[CH:7][C:4]=1[C:5]1[NH:15][N:14]=[N:13][N:6]=1. The catalyst class is: 11. (5) Reactant: Cl[C:2]1[N:7]=[C:6]([O:8][C:9]2[CH:10]=[N:11][CH:12]=[CH:13][CH:14]=2)[N:5]=[C:4]([N:15]2[CH2:20][CH2:19][O:18][CH2:17][CH2:16]2)[CH:3]=1.[NH2:21][NH2:22]. Product: [N:15]1([C:4]2[N:5]=[C:6]([O:8][C:9]3[CH:10]=[N:11][CH:12]=[CH:13][CH:14]=3)[N:7]=[C:2]([NH:21][NH2:22])[CH:3]=2)[CH2:20][CH2:19][O:18][CH2:17][CH2:16]1. The catalyst class is: 1.